Predict the reactants needed to synthesize the given product. From a dataset of Full USPTO retrosynthesis dataset with 1.9M reactions from patents (1976-2016). (1) Given the product [Cl:25][C:26]1[CH:31]=[C:30]([O:32][CH2:33][CH3:34])[CH:29]=[CH:28][C:27]=1[C:5]1[C:4]([C:3]([OH:2])=[O:24])=[CH:9][C:8]([C:10]2[S:11][CH:12]=[C:13]([C:15]3[CH:20]=[CH:19][C:18]([Cl:21])=[C:17]([Cl:22])[CH:16]=3)[N:14]=2)=[CH:7][CH:6]=1, predict the reactants needed to synthesize it. The reactants are: C[O:2][C:3](=[O:24])[C:4]1[CH:9]=[C:8]([C:10]2[S:11][CH:12]=[C:13]([C:15]3[CH:20]=[CH:19][C:18]([Cl:21])=[C:17]([Cl:22])[CH:16]=3)[N:14]=2)[CH:7]=[CH:6][C:5]=1Br.[Cl:25][C:26]1[CH:31]=[C:30]([O:32][CH2:33][CH3:34])[CH:29]=[CH:28][C:27]=1B(O)O. (2) The reactants are: C[O:2][C:3](=O)[CH2:4][C:5]1[CH:10]=[CH:9][C:8]([O:11][CH2:12][C:13]2[CH:18]=[CH:17][CH:16]=[CH:15][CH:14]=2)=[C:7]([F:19])[CH:6]=1.[H-].[H-].[H-].[H-].[Li+].[Al+3]. Given the product [CH2:12]([O:11][C:8]1[CH:9]=[CH:10][C:5]([CH2:4][CH2:3][OH:2])=[CH:6][C:7]=1[F:19])[C:13]1[CH:18]=[CH:17][CH:16]=[CH:15][CH:14]=1, predict the reactants needed to synthesize it. (3) Given the product [Cl:12][C:13]1[C:20]([CH3:21])=[C:19]([N:22]2[C:4](=[O:5])[C@H:6]3[C@@H:10]([OH:11])[CH2:9][CH2:8][N:7]3[C:23]2=[O:24])[CH:18]=[CH:17][C:14]=1[C:15]#[N:16], predict the reactants needed to synthesize it. The reactants are: Cl.CO[C:4]([C@@H:6]1[C@@H:10]([OH:11])[CH2:9][CH2:8][NH:7]1)=[O:5].[Cl:12][C:13]1[C:20]([CH3:21])=[C:19]([N:22]=[C:23]=[O:24])[CH:18]=[CH:17][C:14]=1[C:15]#[N:16]. (4) Given the product [NH2:11][C:12]1([CH2:25][OH:26])[CH2:17][CH2:16][N:15]([C:18]([O:20][C:21]([CH3:22])([CH3:23])[CH3:24])=[O:19])[CH2:14][CH2:13]1, predict the reactants needed to synthesize it. The reactants are: C(OC([NH:11][C:12]1([CH2:25][OH:26])[CH2:17][CH2:16][N:15]([C:18]([O:20][C:21]([CH3:24])([CH3:23])[CH3:22])=[O:19])[CH2:14][CH2:13]1)=O)C1C=CC=CC=1.